The task is: Predict the product of the given reaction.. This data is from Forward reaction prediction with 1.9M reactions from USPTO patents (1976-2016). (1) The product is: [F:14][C:5]1[CH:6]=[C:7]2[C:2]([C:12]([CH3:16])=[CH:10][C:9](=[O:13])[NH:8]2)=[N:3][CH:4]=1. Given the reactants Cl[C:2]1[C:7]([NH:8][C:9](=[O:13])[C:10]([CH3:12])=C)=[CH:6][C:5]([F:14])=[CH:4][N:3]=1.O.[CH:16](Cl)(Cl)Cl.CO, predict the reaction product. (2) Given the reactants [C:1]([O:5][C:6]([N:8]1[CH2:13][CH2:12][C:11](=[C:14]([C:19]2[CH:24]=[CH:23][CH:22]=[CH:21][CH:20]=2)[C:15]([NH:17][NH2:18])=[O:16])[CH2:10][CH2:9]1)=[O:7])([CH3:4])([CH3:3])[CH3:2].CCN(C(C)C)C(C)C.[C:34](O[C:34](=O)[C:35]([CH3:37])=[CH2:36])(=O)[C:35]([CH3:37])=[CH2:36].C1C=CC(P(C2C=CC=CC=2)C2C=CC=CC=2)=CC=1.ClC(Cl)(Cl)C(Cl)(Cl)Cl, predict the reaction product. The product is: [C:1]([O:5][C:6]([N:8]1[CH2:9][CH2:10][C:11](=[C:14]([C:19]2[CH:20]=[CH:21][CH:22]=[CH:23][CH:24]=2)[C:15]2[O:16][C:36]([C:35]([CH3:37])=[CH2:34])=[N:18][N:17]=2)[CH2:12][CH2:13]1)=[O:7])([CH3:4])([CH3:2])[CH3:3]. (3) The product is: [C:13]1([C@H:12]2[CH2:11][O:10][C:9](=[O:19])[N:8]2[C:6]2[CH:5]=[CH:4][N:3]=[C:2]([NH:24][CH:22]([CH3:23])[C:21]([F:26])([F:25])[F:20])[N:7]=2)[CH:18]=[CH:17][CH:16]=[CH:15][CH:14]=1.[F:20][C:21]([F:26])([F:25])[C:22]([OH:10])=[O:36]. Given the reactants Cl[C:2]1[N:7]=[C:6]([N:8]2[C@@H:12]([C:13]3[CH:18]=[CH:17][CH:16]=[CH:15][CH:14]=3)[CH2:11][O:10][C:9]2=[O:19])[CH:5]=[CH:4][N:3]=1.[F:20][C:21]([F:26])([F:25])[CH:22]([NH2:24])[CH3:23].CCN(C(C)C)C(C)C.[OH2:36], predict the reaction product. (4) Given the reactants [F:1][C:2]1[CH:7]=[CH:6][C:5]([C@:8]23[CH2:36][C:32]4[CH:33]=[N:34][O:35][C:31]=4[C@@H:30]([CH3:37])[C@@H:9]2[CH2:10][CH2:11][C:12]2[C:13]([C:19]4[CH:24]=[CH:23][C:22]([C:25]5[NH:29][N:28]=[CH:27][CH:26]=5)=[CH:21][CH:20]=4)=[N:14][C:15]([CH3:18])=[N:16][C:17]=23)=[CH:4][CH:3]=1.[Br:38]N1C(C)(C)C(=O)N(Br)C1=O.N1C=CC=CC=1, predict the reaction product. The product is: [Br:38][C:26]1[CH:27]=[N:28][NH:29][C:25]=1[C:22]1[CH:23]=[CH:24][C:19]([C:13]2[C:12]3[CH2:11][CH2:10][C@H:9]4[C@H:30]([CH3:37])[C:31](=[O:35])[C:32]([C:33]#[N:34])=[CH:36][C@:8]4([C:5]4[CH:6]=[CH:7][C:2]([F:1])=[CH:3][CH:4]=4)[C:17]=3[N:16]=[C:15]([CH3:18])[N:14]=2)=[CH:20][CH:21]=1. (5) Given the reactants [CH3:1][S:2][C:3]1[N:8]=[C:7]([N:9]2[C:17]3[C:12](=[C:13]([O:18][Si](C(C)C)(C(C)C)C(C)C)[CH:14]=[CH:15][CH:16]=3)[CH:11]=[CH:10]2)[CH:6]=[CH:5][N:4]=1.CCCC[N+](CCCC)(CCCC)CCCC.[F-].C1COCC1, predict the reaction product. The product is: [CH3:1][S:2][C:3]1[N:8]=[C:7]([N:9]2[C:17]3[CH:16]=[CH:15][CH:14]=[C:13]([OH:18])[C:12]=3[CH:11]=[CH:10]2)[CH:6]=[CH:5][N:4]=1.